This data is from NCI-60 drug combinations with 297,098 pairs across 59 cell lines. The task is: Regression. Given two drug SMILES strings and cell line genomic features, predict the synergy score measuring deviation from expected non-interaction effect. (1) Drug 1: CC(C1=C(C=CC(=C1Cl)F)Cl)OC2=C(N=CC(=C2)C3=CN(N=C3)C4CCNCC4)N. Drug 2: C1=CN(C=N1)CC(O)(P(=O)(O)O)P(=O)(O)O. Cell line: CAKI-1. Synergy scores: CSS=12.9, Synergy_ZIP=-5.15, Synergy_Bliss=-2.60, Synergy_Loewe=0.0940, Synergy_HSA=0.0521. (2) Drug 1: CC1=C2C(C(=O)C3(C(CC4C(C3C(C(C2(C)C)(CC1OC(=O)C(C(C5=CC=CC=C5)NC(=O)C6=CC=CC=C6)O)O)OC(=O)C7=CC=CC=C7)(CO4)OC(=O)C)O)C)OC(=O)C. Drug 2: CCC1=C2CN3C(=CC4=C(C3=O)COC(=O)C4(CC)O)C2=NC5=C1C=C(C=C5)O. Cell line: CAKI-1. Synergy scores: CSS=27.6, Synergy_ZIP=-5.64, Synergy_Bliss=1.79, Synergy_Loewe=-16.1, Synergy_HSA=0.733. (3) Drug 2: C1C(C(OC1N2C=NC3=C2NC=NCC3O)CO)O. Drug 1: CCC1(CC2CC(C3=C(CCN(C2)C1)C4=CC=CC=C4N3)(C5=C(C=C6C(=C5)C78CCN9C7C(C=CC9)(C(C(C8N6C)(C(=O)OC)O)OC(=O)C)CC)OC)C(=O)OC)O.OS(=O)(=O)O. Synergy scores: CSS=3.21, Synergy_ZIP=-1.67, Synergy_Bliss=0.0860, Synergy_Loewe=0.141, Synergy_HSA=0.745. Cell line: NCI-H226. (4) Drug 1: C1=C(C(=O)NC(=O)N1)N(CCCl)CCCl. Drug 2: CC(C1=C(C=CC(=C1Cl)F)Cl)OC2=C(N=CC(=C2)C3=CN(N=C3)C4CCNCC4)N. Cell line: 786-0. Synergy scores: CSS=14.8, Synergy_ZIP=-1.89, Synergy_Bliss=-3.83, Synergy_Loewe=-4.27, Synergy_HSA=-3.71. (5) Drug 1: C1=NC2=C(N=C(N=C2N1C3C(C(C(O3)CO)O)O)F)N. Drug 2: CC1=C(C=C(C=C1)NC(=O)C2=CC=C(C=C2)CN3CCN(CC3)C)NC4=NC=CC(=N4)C5=CN=CC=C5. Cell line: K-562. Synergy scores: CSS=40.8, Synergy_ZIP=-3.71, Synergy_Bliss=-6.77, Synergy_Loewe=-28.9, Synergy_HSA=-3.70.